This data is from Full USPTO retrosynthesis dataset with 1.9M reactions from patents (1976-2016). The task is: Predict the reactants needed to synthesize the given product. (1) Given the product [Cl:1][C:2]1[N:7]=[C:6]([NH:8][C:12]2[S:13][C:14]([C:17]#[N:18])=[CH:15][N:16]=2)[CH:5]=[CH:4][N:3]=1, predict the reactants needed to synthesize it. The reactants are: [Cl:1][C:2]1[N:7]=[C:6]([NH2:8])[CH:5]=[CH:4][N:3]=1.[H-].[Na+].Cl[C:12]1[S:13][C:14]([C:17]#[N:18])=[CH:15][N:16]=1. (2) Given the product [CH2:3]([O:10][C:11]1[CH:16]=[CH:15][C:14]([CH2:17][CH:18]([O:24][CH2:25][CH3:26])[C:19]([O:21][CH2:22][CH3:23])=[O:20])=[CH:13][CH:12]=1)[C:4]1[CH:9]=[CH:8][CH:7]=[CH:6][CH:5]=1, predict the reactants needed to synthesize it. The reactants are: [H-].[Na+].[CH2:3]([O:10][C:11]1[CH:16]=[CH:15][C:14]([CH2:17][CH:18]([OH:24])[C:19]([O:21][CH2:22][CH3:23])=[O:20])=[CH:13][CH:12]=1)[C:4]1[CH:9]=[CH:8][CH:7]=[CH:6][CH:5]=1.[CH2:25](I)[CH3:26].